This data is from Full USPTO retrosynthesis dataset with 1.9M reactions from patents (1976-2016). The task is: Predict the reactants needed to synthesize the given product. (1) The reactants are: [F:1][C:2]1[CH:7]=[CH:6][C:5]([N:8]2[C:12]3([CH2:17][CH2:16][N:15]([CH2:18][CH2:19][CH2:20][N:21]4[C:29]5[C:24](=[CH:25][CH:26]=[CH:27][CH:28]=5)[C:23]5([CH2:31][CH2:30]5)[C:22]4=[O:32])[CH2:14][CH2:13]3)[C:11](=[O:33])[N:10]([CH2:34][C:35]3[CH:36]=[C:37]([CH:45]=[CH:46][CH:47]=3)[C:38]([O:40]C(C)(C)C)=[O:39])[CH2:9]2)=[CH:4][CH:3]=1. Given the product [F:1][C:2]1[CH:3]=[CH:4][C:5]([N:8]2[C:12]3([CH2:13][CH2:14][N:15]([CH2:18][CH2:19][CH2:20][N:21]4[C:29]5[C:24](=[CH:25][CH:26]=[CH:27][CH:28]=5)[C:23]5([CH2:30][CH2:31]5)[C:22]4=[O:32])[CH2:16][CH2:17]3)[C:11](=[O:33])[N:10]([CH2:34][C:35]3[CH:36]=[C:37]([CH:45]=[CH:46][CH:47]=3)[C:38]([OH:40])=[O:39])[CH2:9]2)=[CH:6][CH:7]=1, predict the reactants needed to synthesize it. (2) Given the product [C:19]1([C:12]([C:13]2[CH:14]=[CH:15][CH:16]=[CH:17][CH:18]=2)=[N:25][C:2]2[CH:3]=[N:4][CH:5]=[C:6]([C:8]([F:11])([F:10])[F:9])[CH:7]=2)[CH:20]=[CH:21][CH:22]=[CH:23][CH:24]=1, predict the reactants needed to synthesize it. The reactants are: Br[C:2]1[CH:3]=[N:4][CH:5]=[C:6]([C:8]([F:11])([F:10])[F:9])[CH:7]=1.[C:12](=[NH:25])([C:19]1[CH:24]=[CH:23][CH:22]=[CH:21][CH:20]=1)[C:13]1[CH:18]=[CH:17][CH:16]=[CH:15][CH:14]=1.C([O-])([O-])=O.[Cs+].[Cs+].O.